The task is: Predict the reaction yield, written as a fraction of the theoretical maximum amount of product (1.0 means a 100% yield; for example, 0.34 means a 34% yield).. This data is from Reaction yield outcomes from USPTO patents with 853,638 reactions. (1) The catalyst is CO. The reactants are [C:1]([OH:9])(=[S:8])[C:2]1[CH:7]=[CH:6][CH:5]=[CH:4][CH:3]=1.C([O-])([O-])=O.[Cs+:14].[Cs+]. The yield is 0.830. The product is [C:1]([O-:9])(=[S:8])[C:2]1[CH:7]=[CH:6][CH:5]=[CH:4][CH:3]=1.[Cs+:14]. (2) The reactants are [CH2:1]([N:8]([CH2:18][C:19]1[CH:24]=[CH:23][CH:22]=[CH:21][CH:20]=1)[CH2:9][C:10]([F:17])([F:16])[C:11](OCC)=[O:12])[C:2]1[CH:7]=[CH:6][CH:5]=[CH:4][CH:3]=1.CC(C[AlH]CC(C)C)C. The catalyst is C1COCC1. The product is [CH2:18]([N:8]([CH2:1][C:2]1[CH:7]=[CH:6][CH:5]=[CH:4][CH:3]=1)[CH2:9][C:10]([F:17])([F:16])[CH2:11][OH:12])[C:19]1[CH:20]=[CH:21][CH:22]=[CH:23][CH:24]=1. The yield is 0.800.